This data is from CYP2D6 inhibition data for predicting drug metabolism from PubChem BioAssay. The task is: Regression/Classification. Given a drug SMILES string, predict its absorption, distribution, metabolism, or excretion properties. Task type varies by dataset: regression for continuous measurements (e.g., permeability, clearance, half-life) or binary classification for categorical outcomes (e.g., BBB penetration, CYP inhibition). Dataset: cyp2d6_veith. (1) The molecule is CC12c3ccccc3C(c3ccccc31)C1C(=O)N(Cc3cccnc3)C(=O)C12. The result is 0 (non-inhibitor). (2) The drug is COc1ccc(CCNC(=O)Cn2cnc3c2c(=O)n(C)c(=O)n3C)cc1OC. The result is 0 (non-inhibitor). (3) The molecule is O=C(c1ccc2c(c1)N(Cc1ccc(F)cc1)C(=O)CS2)N1CCOCC1. The result is 0 (non-inhibitor). (4) The molecule is COCCNC(=O)CSc1nc2ccc(N3CCOCC3)cc2c(=O)n1Cc1ccc(OC)cc1. The result is 0 (non-inhibitor). (5) The molecule is C=C1C=C(Br)C2(OCCCO2)[C@H]2O[C@@H]12. The result is 0 (non-inhibitor). (6) The drug is Cc1ccc(NS(=O)(=O)c2ccc(NC(=O)c3cccc(NC(=O)C(C)C)c3)cc2)cc1. The result is 1 (inhibitor).